From a dataset of Peptide-MHC class II binding affinity with 134,281 pairs from IEDB. Regression. Given a peptide amino acid sequence and an MHC pseudo amino acid sequence, predict their binding affinity value. This is MHC class II binding data. (1) The peptide sequence is YKRQLMNILGAVYRY. The MHC is HLA-DQA10401-DQB10402 with pseudo-sequence HLA-DQA10401-DQB10402. The binding affinity (normalized) is 0.160. (2) The peptide sequence is SGARSNVTFTVNQTS. The MHC is HLA-DQA10501-DQB10402 with pseudo-sequence HLA-DQA10501-DQB10402. The binding affinity (normalized) is 0.379. (3) The peptide sequence is GELQIVDKIDATFKI. The MHC is DRB1_1302 with pseudo-sequence DRB1_1302. The binding affinity (normalized) is 0.899.